This data is from Forward reaction prediction with 1.9M reactions from USPTO patents (1976-2016). The task is: Predict the product of the given reaction. The product is: [CH3:1][O:2][C:3]1[CH:8]=[CH:7][C:6]([C@@H:9]2[CH2:14][CH2:13][CH2:12][CH2:11][C@@H:10]2[N+:15]([O-:17])=[O:16])=[CH:5][C:4]=1[O:18][CH3:19]. Given the reactants [CH3:1][O:2][C:3]1[CH:8]=[CH:7][C:6]([C@@H:9]2[CH2:14][CH:13]=[CH:12][CH2:11][C@@H:10]2[N+:15]([O-:17])=[O:16])=[CH:5][C:4]=1[O:18][CH3:19].Cl, predict the reaction product.